From a dataset of Catalyst prediction with 721,799 reactions and 888 catalyst types from USPTO. Predict which catalyst facilitates the given reaction. Reactant: [N+:1]([C:4]1[CH:10]=[C:9]([O:11][C:12]([F:15])([F:14])[F:13])[CH:8]=[CH:7][C:5]=1[NH2:6])([O-:3])=[O:2].[H-].[Na+].[CH3:18]I.[Cl-].[NH4+]. Product: [CH3:18][NH:6][C:5]1[CH:7]=[CH:8][C:9]([O:11][C:12]([F:13])([F:14])[F:15])=[CH:10][C:4]=1[N+:1]([O-:3])=[O:2]. The catalyst class is: 3.